Dataset: Catalyst prediction with 721,799 reactions and 888 catalyst types from USPTO. Task: Predict which catalyst facilitates the given reaction. (1) Reactant: [OH:1][C:2]1[CH:9]=[CH:8][CH:7]=[CH:6][C:3]=1[CH:4]=O.[CH3:10][C:11]([CH3:13])=[O:12].[OH-].[Na+].Cl. Product: [OH:1][C:2]1[CH:9]=[CH:8][CH:7]=[CH:6][C:3]=1[CH:4]=[CH:10][C:11](=[O:12])[CH3:13]. The catalyst class is: 40. (2) Reactant: [IH:1].[CH3:2]/[C:3](/[CH2:12][CH2:13][CH:14]=[C:15]([CH3:17])[CH3:16])=[CH:4]\[CH2:5][CH2:6][C:7]([CH:9]1[CH2:11][CH2:10]1)=[CH2:8].[O-]S([O-])=O.[Na+].[Na+].C(OCC)(=O)C. Product: [I:1][CH2:11][CH2:10]/[CH:9]=[C:7](\[CH3:8])/[CH2:6][CH2:5][CH:4]=[C:3]([CH3:2])[CH2:12][CH2:13][CH:14]=[C:15]([CH3:17])[CH3:16]. The catalyst class is: 10. (3) Reactant: C([Li])(CC)C.CN(C)[CH:8]=[O:9].[CH:11]1([O:16][C:17]2[CH:18]=[C:19]([CH:27]=[CH:28][C:29]=2[O:30][CH3:31])[C:20]([N:22]([CH2:25][CH3:26])[CH2:23][CH3:24])=[O:21])[CH2:15][CH2:14][CH2:13][CH2:12]1.NCCCCN.P([O-])([O-])([O-])=O.Cl. Product: [CH:11]1([O:16][C:17]2[C:18]([CH:8]=[O:9])=[C:19]([CH:27]=[CH:28][C:29]=2[O:30][CH3:31])[C:20]([N:22]([CH2:23][CH3:24])[CH2:25][CH3:26])=[O:21])[CH2:12][CH2:13][CH2:14][CH2:15]1. The catalyst class is: 13. (4) Reactant: [F:1][C@H:2]1[C@@H:7]([O:8]S(C)(=O)=O)[CH2:6][CH2:5][N:4]([C:13]([O:15][CH2:16][C:17]2[CH:22]=[CH:21][CH:20]=[CH:19][CH:18]=2)=[O:14])[CH2:3]1.[F:23][C:24]1[CH:25]=[C:26]2[C:31](=[C:32](O)[CH:33]=1)[N:30]=[C:29]([C:35]1[N:39]3[CH:40]=[CH:41][C:42]([O:44][CH2:45][CH2:46][O:47][CH3:48])=[CH:43][C:38]3=[N:37][CH:36]=1)[CH:28]=[CH:27]2.C([O-])([O-])=O.[Cs+].[Cs+]. Product: [F:1][C@H:2]1[C@H:7]([O:8][C:32]2[CH:33]=[C:24]([F:23])[CH:25]=[C:26]3[C:31]=2[N:30]=[C:29]([C:35]2[N:39]4[CH:40]=[CH:41][C:42]([O:44][CH2:45][CH2:46][O:47][CH3:48])=[CH:43][C:38]4=[N:37][CH:36]=2)[CH:28]=[CH:27]3)[CH2:6][CH2:5][N:4]([C:13]([O:15][CH2:16][C:17]2[CH:22]=[CH:21][CH:20]=[CH:19][CH:18]=2)=[O:14])[CH2:3]1. The catalyst class is: 479. (5) Reactant: [Cl:1][C:2]1[C:7](=[O:8])[N:6]([CH3:9])[CH:5]=[C:4]([NH:10][CH:11]([C:23]2[CH:28]=[CH:27][C:26]([Cl:29])=[CH:25][CH:24]=2)[C:12]2[C:13]([C:20](O)=[O:21])=[N:14][N:15]([CH:17]([CH3:19])[CH3:18])[CH:16]=2)[CH:3]=1. Product: [Cl:1][C:2]1[C:7](=[O:8])[N:6]([CH3:9])[CH:5]=[C:4]([N:10]2[CH:11]([C:23]3[CH:24]=[CH:25][C:26]([Cl:29])=[CH:27][CH:28]=3)[C:12]3[C:13](=[N:14][N:15]([CH:17]([CH3:19])[CH3:18])[CH:16]=3)[C:20]2=[O:21])[CH:3]=1. The catalyst class is: 61. (6) Reactant: [CH3:1][CH:2]([N:4]1[C:8]([C:9]2[N:10]=[C:11]3[N:21]([CH:22]=2)[CH2:20][CH2:19][O:18][C:17]2[C:12]3=[CH:13][N:14]=[C:15]([N:23]3[CH2:27][CH2:26][CH2:25][CH:24]3[CH2:28][OH:29])[CH:16]=2)=[N:7][CH:6]=[N:5]1)[CH3:3].IC1C=CC=CC=1C(O)=O. Product: [CH3:3][CH:2]([N:4]1[C:8]([C:9]2[N:10]=[C:11]3[N:21]([CH:22]=2)[CH2:20][CH2:19][O:18][C:17]2[C:12]3=[CH:13][N:14]=[C:15]([N:23]3[CH2:27][CH2:26][CH2:25][CH:24]3[CH:28]=[O:29])[CH:16]=2)=[N:7][CH:6]=[N:5]1)[CH3:1]. The catalyst class is: 13. (7) The catalyst class is: 158. Reactant: [ClH:1].Cl.[CH2:3]([C:7]1[N:8]=[N:9][C:10]([O:30][CH:31]2[CH2:36][CH2:35][N:34]([CH3:37])[CH2:33][CH2:32]2)=[CH:11][C:12]=1[C:13]1[CH:14]=[CH:15][C:16]([O:23][CH:24]2[CH2:29][CH2:28][CH2:27][CH2:26][CH2:25]2)=[C:17]([NH:19]C(=O)C)[CH:18]=1)[CH2:4][CH2:5][CH3:6].[CH3:38][S:39]([Cl:42])(=[O:41])=[O:40].CCN(C(C)C)C(C)C.Cl. Product: [ClH:42].[ClH:1].[CH2:3]([C:7]1[N:8]=[N:9][C:10]([O:30][CH:31]2[CH2:36][CH2:35][N:34]([CH3:37])[CH2:33][CH2:32]2)=[CH:11][C:12]=1[C:13]1[CH:14]=[CH:15][C:16]([O:23][CH:24]2[CH2:29][CH2:28][CH2:27][CH2:26][CH2:25]2)=[C:17]([NH:19][S:39]([CH3:38])(=[O:41])=[O:40])[CH:18]=1)[CH2:4][CH2:5][CH3:6]. (8) Reactant: [OH:1][C:2]1[CH:7]=[CH:6][C:5]([C:8]([F:11])([F:10])[F:9])=[CH:4][CH:3]=1.[CH2:12](Br)[C:13]1[CH:18]=[CH:17][CH:16]=[CH:15][CH:14]=1.C(=O)([O-])[O-].[K+].[K+].C(OCC)C. Product: [CH2:12]([O:1][C:2]1[CH:7]=[CH:6][C:5]([C:8]([F:9])([F:10])[F:11])=[CH:4][CH:3]=1)[C:13]1[CH:18]=[CH:17][CH:16]=[CH:15][CH:14]=1. The catalyst class is: 95. (9) Reactant: [CH2:1]([C@@:4]1([CH3:31])[CH2:9][C@H:8]([C:10]2[CH:15]=[CH:14][CH:13]=[C:12]([Cl:16])[CH:11]=2)[C@@H:7]([C:17]2[CH:22]=[CH:21][C:20]([Cl:23])=[CH:19][CH:18]=2)[N:6]([C@@H:24]([CH2:28][CH3:29])[CH2:25][NH:26][CH3:27])[C:5]1=[O:30])[CH:2]=[CH2:3].[CH3:32][S:33](Cl)(=[O:35])=[O:34].N1C=CC=CC=1.C(O)(=O)CC(CC(O)=O)(C(O)=O)O. Product: [CH2:1]([C@@:4]1([CH3:31])[CH2:9][C@H:8]([C:10]2[CH:15]=[CH:14][CH:13]=[C:12]([Cl:16])[CH:11]=2)[C@@H:7]([C:17]2[CH:18]=[CH:19][C:20]([Cl:23])=[CH:21][CH:22]=2)[N:6]([C@@H:24]([CH2:28][CH3:29])[CH2:25][N:26]([CH3:27])[S:33]([CH3:32])(=[O:35])=[O:34])[C:5]1=[O:30])[CH:2]=[CH2:3]. The catalyst class is: 3.